This data is from Experimentally validated miRNA-target interactions with 360,000+ pairs, plus equal number of negative samples. The task is: Binary Classification. Given a miRNA mature sequence and a target amino acid sequence, predict their likelihood of interaction. (1) The miRNA is mmu-miR-6516-3p with sequence UCAUGUAUGAUACUGCAAACAG. The protein sequence of the target gene is MSAEVIHQVEEALDTDEKEMLLFLCRDVAIDVVPPNVRDLLDILRERGKLSVGDLAELLYRVRRFDLLKRILKMDRKAVETHLLRNPHLVSDYRVLMAEIGEDLDKSDVSSLIFLMKDYMGRGKISKEKSFLDLVVELEKLNLVAPDQLDLLEKCLKNIHRIDLKTKIQKYKQSVQGAGTSYRNVLQAAIQKSLKDPSNNFRLHNGRSKEQRLKEQLGAQQEPVKKSIQESEAFLPQSIPEERYKMKSKPLGICLIIDCIGNETELLRDTFTSLGYEVQKFLHLSMHGISQILGQFACMP.... Result: 0 (no interaction). (2) The miRNA is mmu-miR-1927 with sequence GACCUCUGGAUGUUAGGGACUGA. The protein sequence of the target gene is MTELQQDVEDTKPAKVLGKRESKLGSAHSEAENGVEEKKKACRSPTAQSPTPSVEADSPDQKKIISLWSKSSFDGASLASDKNDCKTESKNDPKTERKKSSSSSQYKANMHFHKLFLSVPTEEPLKQSFTCALQKEILYQGKLFVSENWICFHSKVFGKDTKISIPAFSVTLIKKTKTALLVPNALIIATVTDRYIFVSLLSRDSTYKLLKSVCGHLENTSVGNSPNPSSAENSFRADRPSSLPLDFNDEFSDLDGVVQQRRQDMEGYSSSGSQTPESENSRDFHATESQTVLNVSKGEA.... Result: 0 (no interaction).